Dataset: Reaction yield outcomes from USPTO patents with 853,638 reactions. Task: Predict the reaction yield, written as a fraction of the theoretical maximum amount of product (1.0 means a 100% yield; for example, 0.34 means a 34% yield). (1) The product is [CH3:1][O:2][C:3]([C:5]1([NH:11][C:12]([O:14][C:15]([CH3:18])([CH3:17])[CH3:16])=[O:13])[CH2:7][CH:6]1[CH2:8][CH2:9][O:10][S:20]([CH3:19])(=[O:22])=[O:21])=[O:4]. The reactants are [CH3:1][O:2][C:3]([C:5]1([NH:11][C:12]([O:14][C:15]([CH3:18])([CH3:17])[CH3:16])=[O:13])[CH2:7][CH:6]1[CH2:8][CH2:9][OH:10])=[O:4].[CH3:19][S:20](Cl)(=[O:22])=[O:21]. The catalyst is C(Cl)Cl. The yield is 0.840. (2) The reactants are [CH:1]([N:4]1[C:8]2[CH:9]=[CH:10][CH:11]=[CH:12][C:7]=2[N:6]([CH2:13][C:14]2[N:18]([CH2:19][CH2:20][CH:21]([CH3:23])[CH3:22])[C:17]3[CH:24]=[CH:25][CH:26]=[C:27]([CH:28]=[O:29])[C:16]=3[N:15]=2)[C:5]1=[O:30])([CH3:3])[CH3:2].Cl([O-])=[O:32].[Na+].[OH-].[Na+]. The catalyst is O.C(#N)C. The product is [CH:1]([N:4]1[C:8]2[CH:9]=[CH:10][CH:11]=[CH:12][C:7]=2[N:6]([CH2:13][C:14]2[N:18]([CH2:19][CH2:20][CH:21]([CH3:23])[CH3:22])[C:17]3[CH:24]=[CH:25][CH:26]=[C:27]([C:28]([OH:32])=[O:29])[C:16]=3[N:15]=2)[C:5]1=[O:30])([CH3:2])[CH3:3]. The yield is 0.210. (3) The reactants are [CH3:1][C:2]1([CH3:16])[C:11]2[C:6](=[CH:7][C:8]([N+:12]([O-])=O)=[CH:9][CH:10]=2)[C:5](=[O:15])[NH:4][CH2:3]1.C([O-])=O.[NH4+]. The catalyst is CN(C=O)C.[Pd]. The product is [NH2:12][C:8]1[CH:7]=[C:6]2[C:11]([C:2]([CH3:16])([CH3:1])[CH2:3][NH:4][C:5]2=[O:15])=[CH:10][CH:9]=1. The yield is 0.980.